From a dataset of Forward reaction prediction with 1.9M reactions from USPTO patents (1976-2016). Predict the product of the given reaction. (1) The product is: [C:6]([CH:7]=[C:22]1[CH2:27][O:26][CH:25]([C:28]([O:30][CH3:31])=[O:29])[CH2:24][CH2:23]1)#[N:3]. Given the reactants C([N:3]([CH2:6][CH3:7])CC)C.[Br-].[Li+].C(CP(=O)(OCC)OCC)#N.O=[C:22]1[CH2:27][O:26][CH:25]([C:28]([O:30][CH3:31])=[O:29])[CH2:24][CH2:23]1, predict the reaction product. (2) Given the reactants [Br:1][C:2]1[CH:7]=[CH:6][C:5]2=NN(N)[N:10]=[C:4]2[N:3]=1.CC[N:14]([CH2:17]C)CC.[C:19](Cl)(=[O:21])[CH3:20].CC#[N:25], predict the reaction product. The product is: [Br:1][C:2]1[N:3]2[N:25]=[C:17]([NH:14][C:19](=[O:21])[CH3:20])[N:10]=[C:4]2[CH:5]=[CH:6][CH:7]=1. (3) Given the reactants [H-].[H-].[H-].[H-].[Li+].[Al+3].[CH2:7]([C:9]1[CH:14]=[CH:13][C:12]([C:15]2[C:19]([CH2:20][O:21][C:22]3[CH:27]=[CH:26][C:25]([CH2:28][CH2:29][C:30](OCC)=[O:31])=[C:24]([F:35])[C:23]=3[F:36])=[C:18]([C:37]([F:40])([F:39])[F:38])[S:17][N:16]=2)=[CH:11][CH:10]=1)[CH3:8], predict the reaction product. The product is: [CH2:7]([C:9]1[CH:14]=[CH:13][C:12]([C:15]2[C:19]([CH2:20][O:21][C:22]3[CH:27]=[CH:26][C:25]([CH2:28][CH2:29][CH2:30][OH:31])=[C:24]([F:35])[C:23]=3[F:36])=[C:18]([C:37]([F:38])([F:40])[F:39])[S:17][N:16]=2)=[CH:11][CH:10]=1)[CH3:8]. (4) Given the reactants C[C:2]([N:5]([C@@H:9]1[CH2:14][C@@H:13]([CH3:15])[CH2:12][N:11]([CH2:16][C:17]2[CH:22]=[CH:21][CH:20]=[CH:19][CH:18]=2)[CH2:10]1)[C:6](=[O:8])[O-:7])(C)C.[H-].[Na+].CI.C([O-])(O)=O.[Na+], predict the reaction product. The product is: [CH3:2][N:5]([C@@H:9]1[CH2:14][C@@H:13]([CH3:15])[CH2:12][N:11]([CH2:16][C:17]2[CH:22]=[CH:21][CH:20]=[CH:19][CH:18]=2)[CH2:10]1)[C:6](=[O:8])[O:7][C:13]([CH3:15])([CH3:14])[CH3:12]. (5) Given the reactants [C:1]1([NH:7][C:8]2[C:9](=[CH:13][C:14]([N+:17]([O-:19])=[O:18])=[CH:15][CH:16]=2)[C:10]([OH:12])=O)[CH:6]=[CH:5][CH:4]=[CH:3][CH:2]=1.P(Cl)(Cl)(Cl)=O.Cl, predict the reaction product. The product is: [N+:17]([C:14]1[CH:15]=[CH:16][C:8]2[NH:7][C:1]3[C:2](=[CH:3][CH:4]=[CH:5][CH:6]=3)[C:10](=[O:12])[C:9]=2[CH:13]=1)([O-:19])=[O:18]. (6) Given the reactants [F:1][C:2]1[CH:12]=[CH:11][CH:10]=[CH:9][C:3]=1[CH:4]=[CH:5][C:6]([OH:8])=O.[S:13]1[CH:17]=[CH:16][N:15]=[C:14]1[C:18]1[CH:19]=[C:20]([C@@H:24]([NH2:26])[CH3:25])[CH:21]=[CH:22][CH:23]=1, predict the reaction product. The product is: [F:1][C:2]1[CH:12]=[CH:11][CH:10]=[CH:9][C:3]=1[CH:4]=[CH:5][C:6]([NH:26][C@H:24]([C:20]1[CH:21]=[CH:22][CH:23]=[C:18]([C:14]2[S:13][CH:17]=[CH:16][N:15]=2)[CH:19]=1)[CH3:25])=[O:8].